This data is from Forward reaction prediction with 1.9M reactions from USPTO patents (1976-2016). The task is: Predict the product of the given reaction. (1) The product is: [C:1]([C@H:5]1[CH2:10][CH2:9][C@H:8]([O:11][C:12]2[CH:13]=[C:14]3[C:19](=[CH:20][CH:21]=2)[CH:18]=[C:17]([CH2:22][N:24]2[CH2:29][CH2:28][CH:27]([C:30]4[CH:35]=[CH:34][CH:33]=[CH:32][N:31]=4)[CH2:26][CH2:25]2)[CH:16]=[CH:15]3)[CH2:7][CH2:6]1)([CH3:4])([CH3:3])[CH3:2]. Given the reactants [C:1]([C@H:5]1[CH2:10][CH2:9][C@H:8]([O:11][C:12]2[CH:13]=[C:14]3[C:19](=[CH:20][CH:21]=2)[CH:18]=[C:17]([CH:22]=O)[CH:16]=[CH:15]3)[CH2:7][CH2:6]1)([CH3:4])([CH3:3])[CH3:2].[NH:24]1[CH2:29][CH2:28][CH:27]([C:30]2[CH:35]=[CH:34][CH:33]=[CH:32][N:31]=2)[CH2:26][CH2:25]1.[BH-](OC(C)=O)(OC(C)=O)OC(C)=O.[Na+].O, predict the reaction product. (2) Given the reactants I[C:2]1[C:10]2[C:5](=[N:6][CH:7]=[C:8]([C:11]3[CH:16]=[CH:15][C:14]([N:17]4[CH2:22][CH2:21][N:20]([C:23]([O:25][C:26]([CH3:29])([CH3:28])[CH3:27])=[O:24])[CH2:19][CH2:18]4)=[CH:13][CH:12]=3)[CH:9]=2)[N:4]([S:30]([C:33]2[CH:39]=[CH:38][C:36]([CH3:37])=[CH:35][CH:34]=2)(=[O:32])=[O:31])[CH:3]=1.[CH2:40]([N:47]1[CH:51]=[C:50](B2OC(C)(C)C(C)(C)O2)[CH:49]=[N:48]1)[C:41]1[CH:46]=[CH:45][CH:44]=[CH:43][CH:42]=1.C(=O)([O-])[O-].[Na+].[Na+], predict the reaction product. The product is: [CH2:40]([N:47]1[CH:51]=[C:50]([C:2]2[C:10]3[C:5](=[N:6][CH:7]=[C:8]([C:11]4[CH:16]=[CH:15][C:14]([N:17]5[CH2:22][CH2:21][N:20]([C:23]([O:25][C:26]([CH3:29])([CH3:28])[CH3:27])=[O:24])[CH2:19][CH2:18]5)=[CH:13][CH:12]=4)[CH:9]=3)[N:4]([S:30]([C:33]3[CH:39]=[CH:38][C:36]([CH3:37])=[CH:35][CH:34]=3)(=[O:32])=[O:31])[CH:3]=2)[CH:49]=[N:48]1)[C:41]1[CH:46]=[CH:45][CH:44]=[CH:43][CH:42]=1. (3) Given the reactants [NH2:1][C:2]1[CH:3]=[CH:4][C:5]([OH:12])=[C:6]([CH:11]=1)[C:7]([O:9][CH3:10])=[O:8].C(N(C(C)C)CC)(C)C.Cl[CH2:23][CH2:24][O:25][CH2:26][CH2:27]Cl.[I-].[Na+], predict the reaction product. The product is: [OH:12][C:5]1[CH:4]=[CH:3][C:2]([N:1]2[CH2:27][CH2:26][O:25][CH2:24][CH2:23]2)=[CH:11][C:6]=1[C:7]([O:9][CH3:10])=[O:8]. (4) Given the reactants [CH3:1][N:2]1[CH2:7][CH2:6][N:5]([CH2:8][C:9]2[CH:10]=[C:11]3[C:15](=[CH:16][CH:17]=2)[NH:14][CH:13]=[CH:12]3)[CH2:4][CH2:3]1.[H-].[Na+].[C:20]1([S:26]([Cl:29])(=[O:28])=[O:27])[CH:25]=[CH:24][CH:23]=[CH:22][CH:21]=1, predict the reaction product. The product is: [ClH:29].[ClH:29].[C:20]1([S:26]([N:14]2[C:15]3[C:11](=[CH:10][C:9]([CH2:8][N:5]4[CH2:4][CH2:3][N:2]([CH3:1])[CH2:7][CH2:6]4)=[CH:17][CH:16]=3)[CH:12]=[CH:13]2)(=[O:28])=[O:27])[CH:25]=[CH:24][CH:23]=[CH:22][CH:21]=1. (5) The product is: [Br:2][CH:11]([C:8]1[CH:9]=[CH:10][C:5]([CH3:15])=[CH:6][CH:7]=1)[CH2:12][CH3:13]. Given the reactants P(Br)(Br)[Br:2].[C:5]1([CH3:15])[CH:10]=[CH:9][C:8]([CH:11](O)[CH2:12][CH3:13])=[CH:7][CH:6]=1.N1C=CC=CC=1, predict the reaction product. (6) The product is: [F:25][C:22]1[CH:23]=[N:24][C:17]2[N:16]([C:26]3[CH:27]=[C:28]([C:32]4[CH:37]=[CH:36][C:35]([CH2:38][N:46]5[CH2:47][CH2:48][CH2:49][O:43][CH2:44][CH2:45]5)=[CH:34][CH:33]=4)[CH:29]=[CH:30][CH:31]=3)[C:15](=[O:40])[N:14]([C@@H:11]3[CH2:10][CH2:9][C@H:8]([NH:7][C:6](=[O:41])[O:5][C:1]([CH3:4])([CH3:3])[CH3:2])[CH2:13][CH2:12]3)[C:19](=[O:20])[C:18]=2[CH:21]=1. Given the reactants [C:1]([O:5][C:6](=[O:41])[NH:7][C@H:8]1[CH2:13][CH2:12][C@@H:11]([N:14]2[C:19](=[O:20])[C:18]3[CH:21]=[C:22]([F:25])[CH:23]=[N:24][C:17]=3[N:16]([C:26]3[CH:27]=[C:28]([C:32]4[CH:37]=[CH:36][C:35]([CH:38]=O)=[CH:34][CH:33]=4)[CH:29]=[CH:30][CH:31]=3)[C:15]2=[O:40])[CH2:10][CH2:9]1)([CH3:4])([CH3:3])[CH3:2].Cl.[O:43]1[CH2:49][CH2:48][CH2:47][NH:46][CH2:45][CH2:44]1.C(O[BH-](OC(=O)C)OC(=O)C)(=O)C.[Na+], predict the reaction product. (7) The product is: [S:1]([N:11]1[C:15]2[N:16]=[CH:17][C:18]3[N:19]([C:20]([C:23]45[CH2:30][CH2:29][C:26]([NH:31][S:46]([N:41]6[CH2:45][CH2:44][CH2:43][CH2:42]6)(=[O:48])=[O:47])([CH2:27][CH2:28]4)[CH2:25][CH2:24]5)=[N:21][N:22]=3)[C:14]=2[CH:13]=[CH:12]1)([C:4]1[CH:10]=[CH:9][C:7]([CH3:8])=[CH:6][CH:5]=1)(=[O:3])=[O:2]. Given the reactants [S:1]([N:11]1[C:15]2[N:16]=[CH:17][C:18]3[N:19]([C:20]([C:23]45[CH2:30][CH2:29][C:26]([NH2:31])([CH2:27][CH2:28]4)[CH2:25][CH2:24]5)=[N:21][N:22]=3)[C:14]=2[CH:13]=[CH:12]1)([C:4]1[CH:10]=[CH:9][C:7]([CH3:8])=[CH:6][CH:5]=1)(=[O:3])=[O:2].CCN(C(C)C)C(C)C.[N:41]1([S:46](Cl)(=[O:48])=[O:47])[CH2:45][CH2:44][CH2:43][CH2:42]1.C([O-])([O-])=O.[K+].[K+], predict the reaction product. (8) Given the reactants [OH-].[Na+:2].C(O)C.CO.[CH:8]1[N:12]=[CH:11][N:10]([CH2:13][C:14]([P:20]([OH:23])([OH:22])=[O:21])([P:16]([OH:19])([OH:18])=[O:17])[OH:15])[CH:9]=1, predict the reaction product. The product is: [CH:8]1[N:12]=[CH:11][N:10]([CH2:13][C:14]([P:16]([O-:19])([O-:18])=[O:17])([P:20]([O-:22])([OH:23])=[O:21])[OH:15])[CH:9]=1.[Na+:2].[Na+:2].[Na+:2].